This data is from Catalyst prediction with 721,799 reactions and 888 catalyst types from USPTO. The task is: Predict which catalyst facilitates the given reaction. Reactant: [CH2:1]([O:5][CH2:6][CH2:7][O:8][C:9]1[CH:14]=[CH:13][C:12]([C:15]2[CH:16]=[CH:17][C:18]3[N:24]([CH2:25][CH:26]([CH3:28])[CH3:27])[CH2:23][CH2:22][C:21]([C:29]([NH:31][C:32]4[CH:37]=[CH:36][C:35]([S:38]([CH2:40][C:41]5[CH:46]=[CH:45][CH:44]=[CH:43][C:42]=5[O:47]COC)=[O:39])=[CH:34][CH:33]=4)=[O:30])=[CH:20][C:19]=3[CH:51]=2)=[CH:11][CH:10]=1)[CH2:2][CH2:3][CH3:4].Cl.C(OCC)(=O)C.C(=O)(O)[O-].[Na+]. Product: [CH2:1]([O:5][CH2:6][CH2:7][O:8][C:9]1[CH:10]=[CH:11][C:12]([C:15]2[CH:16]=[CH:17][C:18]3[N:24]([CH2:25][CH:26]([CH3:27])[CH3:28])[CH2:23][CH2:22][C:21]([C:29]([NH:31][C:32]4[CH:33]=[CH:34][C:35]([S:38]([CH2:40][C:41]5[CH:46]=[CH:45][CH:44]=[CH:43][C:42]=5[OH:47])=[O:39])=[CH:36][CH:37]=4)=[O:30])=[CH:20][C:19]=3[CH:51]=2)=[CH:13][CH:14]=1)[CH2:2][CH2:3][CH3:4]. The catalyst class is: 5.